Dataset: Reaction yield outcomes from USPTO patents with 853,638 reactions. Task: Predict the reaction yield, written as a fraction of the theoretical maximum amount of product (1.0 means a 100% yield; for example, 0.34 means a 34% yield). (1) The reactants are [F:1][C:2]1([F:44])[CH2:7][C@H:6]([O:8][C:9]2[CH:14]=[CH:13][C:12]([S:15]([N:18](CC3C=CC(OC)=CC=3OC)[C:19]3[CH:24]=[CH:23][N:22]=[CH:21][N:20]=3)(=[O:17])=[O:16])=[C:11]([F:36])[C:10]=2[CH3:37])[C@@H:5]([C:38]2[N:42]([CH3:43])[N:41]=[CH:40][CH:39]=2)[CH2:4][CH2:3]1.C([SiH](CC)CC)C.FC(F)(F)C(O)=O. The catalyst is ClCCl. The product is [F:44][C:2]1([F:1])[CH2:7][C@H:6]([O:8][C:9]2[CH:14]=[CH:13][C:12]([S:15]([NH:18][C:19]3[CH:24]=[CH:23][N:22]=[CH:21][N:20]=3)(=[O:16])=[O:17])=[C:11]([F:36])[C:10]=2[CH3:37])[C@@H:5]([C:38]2[N:42]([CH3:43])[N:41]=[CH:40][CH:39]=2)[CH2:4][CH2:3]1. The yield is 0.790. (2) The reactants are [Br:1][CH2:2][C:3]([CH:5]1[CH2:10][CH2:9][O:8][CH2:7][CH2:6]1)=[O:4].[N:11]1[CH:16]=[CH:15][CH:14]=[CH:13][C:12]=1[CH3:17]. The catalyst is CO. The product is [Br-:1].[CH3:17][C:12]1[CH:13]=[CH:14][CH:15]=[CH:16][N+:11]=1[CH2:2][C:3](=[O:4])[CH:5]1[CH2:10][CH2:9][O:8][CH2:7][CH2:6]1. The yield is 0.860. (3) The reactants are [Cl:1][C:2]1[CH:24]=[CH:23][C:5]([CH2:6][N:7]2[C:16](=[O:17])[C:15]3[C:10](=[N:11][C:12]4[CH2:21][CH2:20][CH2:19][CH2:18][C:13]=4[N:14]=3)[NH:9][C:8]2=[O:22])=[CH:4][CH:3]=1.C([O-])([O-])=O.[K+].[K+].Br[CH2:32][CH2:33][N:34]1[CH:38]=[CH:37][CH:36]=[CH:35]1. The catalyst is CN(C=O)C.C(Cl)Cl. The product is [Cl:1][C:2]1[CH:24]=[CH:23][C:5]([CH2:6][N:7]2[C:16](=[O:17])[C:15]3[C:10](=[N:11][C:12]4[CH2:21][CH2:20][CH2:19][CH2:18][C:13]=4[N:14]=3)[N:9]([CH2:32][CH2:33][N:34]3[CH:38]=[CH:37][CH:36]=[CH:35]3)[C:8]2=[O:22])=[CH:4][CH:3]=1. The yield is 0.330. (4) The reactants are Cl[C:2]1[N:7]=[N:6][C:5]([NH2:8])=[CH:4][CH:3]=1.[F:9][C:10]([F:21])([F:20])[C:11]1[CH:16]=[CH:15][CH:14]=[CH:13][C:12]=1B(O)O.C([O-])([O-])=O.[Cs+].[Cs+].O1CCOCC1. The yield is 0.760. The product is [F:9][C:10]([F:21])([F:20])[C:11]1[CH:16]=[CH:15][CH:14]=[CH:13][C:12]=1[C:2]1[N:7]=[N:6][C:5]([NH2:8])=[CH:4][CH:3]=1. The catalyst is C1C=CC(/C=C/C(/C=C/C2C=CC=CC=2)=O)=CC=1.C1C=CC(/C=C/C(/C=C/C2C=CC=CC=2)=O)=CC=1.C1C=CC(/C=C/C(/C=C/C2C=CC=CC=2)=O)=CC=1.[Pd].[Pd].CC(C1C=C(C(C)C)C(C2C=CC=CC=2P(C2CCCCC2)C2CCCCC2)=C(C(C)C)C=1)C.O. (5) The reactants are [NH2:1][CH2:2][C:3]1[N:8]=[CH:7][C:6]([CH:9]([CH3:30])[C:10]([NH:12][CH2:13][C:14]2[N:18]([C:19]3[CH:24]=[CH:23][CH:22]=[C:21]([Cl:25])[CH:20]=3)[N:17]=[C:16]([C:26]([F:29])([F:28])[F:27])[CH:15]=2)=[O:11])=[CH:5][CH:4]=1.[CH3:31][S:32](Cl)(=[O:34])=[O:33].C(N(CC)CC)C. The catalyst is ClCCl. The product is [Cl:25][C:21]1[CH:20]=[C:19]([N:18]2[C:14]([CH2:13][NH:12][C:10](=[O:11])[CH:9]([C:6]3[CH:7]=[N:8][C:3]([CH2:2][NH:1][S:32]([CH3:31])(=[O:34])=[O:33])=[CH:4][CH:5]=3)[CH3:30])=[CH:15][C:16]([C:26]([F:29])([F:28])[F:27])=[N:17]2)[CH:24]=[CH:23][CH:22]=1. The yield is 0.510.